This data is from Reaction yield outcomes from USPTO patents with 853,638 reactions. The task is: Predict the reaction yield, written as a fraction of the theoretical maximum amount of product (1.0 means a 100% yield; for example, 0.34 means a 34% yield). (1) The reactants are [Cl:1][C:2]1[N:3]=[C:4]([NH:9][CH2:10][C:11]2[CH:12]=[N:13][C:14]([C:17]([F:20])([F:19])[F:18])=[CH:15][CH:16]=2)[S:5][C:6]=1[CH:7]=[O:8].[C:21]([O:25][C:26](O[C:26]([O:25][C:21]([CH3:24])([CH3:23])[CH3:22])=[O:27])=[O:27])([CH3:24])([CH3:23])[CH3:22].C(N(CC)C(C)C)(C)C. The catalyst is CN(C)C1C=CN=CC=1.ClCCl. The product is [C:21]([O:25][C:26](=[O:27])[N:9]([C:4]1[S:5][C:6]([CH:7]=[O:8])=[C:2]([Cl:1])[N:3]=1)[CH2:10][C:11]1[CH:12]=[N:13][C:14]([C:17]([F:20])([F:18])[F:19])=[CH:15][CH:16]=1)([CH3:24])([CH3:23])[CH3:22]. The yield is 0.950. (2) The reactants are BrC1N=C2C=CC=C(Br)N2N=1.C([Li])CCC.CN(C)C=O.[Br:22][C:23]1[N:33]=[C:26]2[CH:27]=[CH:28][CH:29]=[C:30]([CH:31]=[O:32])[N:25]2[N:24]=1.[BH4-].[Na+]. The catalyst is O1CCCC1.C(O)C. The product is [Br:22][C:23]1[N:33]=[C:26]2[CH:27]=[CH:28][CH:29]=[C:30]([CH2:31][OH:32])[N:25]2[N:24]=1. The yield is 0.220. (3) The reactants are [C:1]([O:5][C:6]([NH:8][C@H:9]([C:15]([OH:17])=O)[CH2:10][CH2:11][C:12](=[O:14])[NH2:13])=[O:7])([CH3:4])([CH3:3])[CH3:2].C(C1NC=CN=1)(C1NC=CN=1)=O. The catalyst is C1COCC1. The product is [O:17]=[C:15]1[CH:9]([NH:8][C:6]([O:5][C:1]([CH3:4])([CH3:3])[CH3:2])=[O:7])[CH2:10][CH2:11][C:12](=[O:14])[NH:13]1. The yield is 0.450. (4) The reactants are CO.[F:3][C:4]1[C:5]([O:10][CH2:11][C:12]2[CH:17]=[CH:16][C:15]([CH2:18][CH2:19][N+:20]([O-:22])=O)=[CH:14][CH:13]=2)=[N:6][CH:7]=[CH:8][CH:9]=1.C[O-].[Li+].C(Cl)[Cl:27]. The catalyst is [Ti](Cl)(Cl)(Cl)Cl.O. The product is [F:3][C:4]1[C:5]([O:10][CH2:11][C:12]2[CH:17]=[CH:16][C:15]([CH2:18][C:19]([Cl:27])=[N:20][OH:22])=[CH:14][CH:13]=2)=[N:6][CH:7]=[CH:8][CH:9]=1. The yield is 0.880. (5) The reactants are FC(F)(F)C(O)=O.[Cl:8][C:9]1[C:10]([NH:30][C:31](=[O:39])[CH2:32][CH:33]2[CH2:38][CH2:37][CH2:36][CH2:35][CH2:34]2)=[C:11]2[C:16](=[CH:17][CH:18]=1)[N:15]=[C:14]([CH2:19][CH2:20][CH2:21][NH:22]C(=O)OC(C)(C)C)[CH:13]=[CH:12]2. The catalyst is ClCCl. The product is [NH3:15].[NH2:22][CH2:21][CH2:20][CH2:19][C:14]1[CH:13]=[CH:12][C:11]2[C:16](=[CH:17][CH:18]=[C:9]([Cl:8])[C:10]=2[NH:30][C:31](=[O:39])[CH2:32][CH:33]2[CH2:38][CH2:37][CH2:36][CH2:35][CH2:34]2)[N:15]=1. The yield is 0.100. (6) The reactants are [OH:1][C:2]1[CH:7]=[CH:6][C:5]([C@H:8]([NH:10][C:11](=[O:17])[O:12][C:13]([CH3:16])([CH3:15])[CH3:14])[CH3:9])=[CH:4][CH:3]=1. The catalyst is CO.[Rh]. The product is [OH:1][CH:2]1[CH2:7][CH2:6][CH:5]([C@H:8]([NH:10][C:11](=[O:17])[O:12][C:13]([CH3:16])([CH3:15])[CH3:14])[CH3:9])[CH2:4][CH2:3]1. The yield is 0.610. (7) The reactants are [CH2:1]([O:8][N:9]1[C:15](=[O:16])[N:14]2[CH2:17][CH:10]1[CH2:11][CH2:12][CH:13]2[C:18]([OH:20])=O)[C:2]1[CH:7]=[CH:6][CH:5]=[CH:4][CH:3]=1.[C:21]([NH:29][NH2:30])(=[O:28])[C:22]1[CH:27]=[CH:26][CH:25]=[CH:24][CH:23]=1.[I-].ClC1C=CC=C[N+]=1C.C(=O)(O)[O-].[Na+]. The catalyst is O1CCCC1.C(N(CC)CC)C. The product is [C:21]([NH:29][NH:30][C:18]([CH:13]1[CH2:12][CH2:11][CH:10]2[CH2:17][N:14]1[C:15](=[O:16])[N:9]2[O:8][CH2:1][C:2]1[CH:3]=[CH:4][CH:5]=[CH:6][CH:7]=1)=[O:20])(=[O:28])[C:22]1[CH:27]=[CH:26][CH:25]=[CH:24][CH:23]=1. The yield is 0.860. (8) The reactants are [OH-].[Na+].C[O:4][C:5](=[O:21])[CH2:6][CH2:7][CH2:8][CH2:9][C:10]1[O:11][C:12]([C:15]2[CH:20]=[CH:19][CH:18]=[CH:17][N:16]=2)=[N:13][N:14]=1. The catalyst is C1COCC1.CO. The product is [N:16]1[CH:17]=[CH:18][CH:19]=[CH:20][C:15]=1[C:12]1[O:11][C:10]([CH2:9][CH2:8][CH2:7][CH2:6][C:5]([OH:21])=[O:4])=[N:14][N:13]=1. The yield is 0.270.